From a dataset of M1 muscarinic receptor antagonist screen with 61,756 compounds. Binary Classification. Given a drug SMILES string, predict its activity (active/inactive) in a high-throughput screening assay against a specified biological target. (1) The drug is Brc1cc(F)c(Cn2nnc(c2N)C(=O)Nc2cc(OC)ccc2)cc1. The result is 0 (inactive). (2) The molecule is O(c1c(N2CCN(CC2)C(=O)Nc2cc(ccc2)C)cccc1)C. The result is 0 (inactive). (3) The molecule is S1C(CC)C(=O)N=C1N. The result is 0 (inactive). (4) The result is 0 (inactive). The drug is S(=O)(=O)(N1CCC2(OCCO2)CC1)c1cc2c(oc(c2C)C(=O)NCCC=2CCCCC2)cc1. (5) The compound is O1c2cc3c(CCCN4C(=O)c5c(C4=O)cccc5)c([nH]c3cc2OCC1)C(OCC)=O. The result is 0 (inactive). (6) The result is 0 (inactive). The drug is s1c(C(=O)NC2(c3c(NC2=O)n(c(=O)n(c3=O)C)C)C(F)(F)F)ccc1. (7) The drug is Oc1c2CCCCc2[nH]c(=O)c1C(=O)NCC1N(CCC1)CC. The result is 0 (inactive).